From a dataset of Forward reaction prediction with 1.9M reactions from USPTO patents (1976-2016). Predict the product of the given reaction. Given the reactants [NH2:1][C:2]1[C:3]([O:14][CH3:15])=[C:4]([CH2:12][OH:13])[CH:5]=[C:6]([C:8]([CH3:11])([CH3:10])[CH3:9])[CH:7]=1.C(N(CC)C(C)C)(C)C.Cl[C:26]([O:28][CH2:29][C:30]([Cl:33])([Cl:32])[Cl:31])=[O:27].O, predict the reaction product. The product is: [C:8]([C:6]1[CH:5]=[C:4]([CH2:12][OH:13])[C:3]([O:14][CH3:15])=[C:2]([NH:1][C:26](=[O:27])[O:28][CH2:29][C:30]([Cl:33])([Cl:32])[Cl:31])[CH:7]=1)([CH3:11])([CH3:9])[CH3:10].